Dataset: Forward reaction prediction with 1.9M reactions from USPTO patents (1976-2016). Task: Predict the product of the given reaction. Given the reactants [Cl:1][C:2]1[CH:7]=[C:6](Cl)[N:5]2[N:9]=[CH:10][CH:11]=[C:4]2[N:3]=1.[NH4+:12].[OH-], predict the reaction product. The product is: [Cl:1][C:2]1[CH:7]=[C:6]([NH2:12])[N:5]2[N:9]=[CH:10][CH:11]=[C:4]2[N:3]=1.